From a dataset of Blood-brain barrier permeability classification from the B3DB database. Regression/Classification. Given a drug SMILES string, predict its absorption, distribution, metabolism, or excretion properties. Task type varies by dataset: regression for continuous measurements (e.g., permeability, clearance, half-life) or binary classification for categorical outcomes (e.g., BBB penetration, CYP inhibition). Dataset: b3db_classification. The compound is NC(=O)C[C@@H](c1ccc(O)cc1)c1oc(CN2CCOCC2)cc(=O)c1O. The result is 1 (penetrates BBB).